Dataset: Forward reaction prediction with 1.9M reactions from USPTO patents (1976-2016). Task: Predict the product of the given reaction. (1) The product is: [CH3:23][O:22][C:19]1[CH:20]=[CH:21][C:16]([C:12]2[CH:11]=[C:10]3[C:15]([C:7]([C:47]4[CH:46]=[CH:45][CH:44]=[C:43]([N+:40]([O-:42])=[O:41])[CH:48]=4)=[CH:8][N:9]3[C:24]3[N:29]=[CH:28][N:27]=[C:26]([NH:30][CH3:31])[CH:25]=3)=[CH:14][CH:13]=2)=[CH:17][CH:18]=1. Given the reactants CN(C=O)C.Br[C:7]1[C:15]2[C:10](=[CH:11][C:12]([C:16]3[CH:21]=[CH:20][C:19]([O:22][CH3:23])=[CH:18][CH:17]=3)=[CH:13][CH:14]=2)[N:9]([C:24]2[N:29]=[CH:28][N:27]=[C:26]([NH:30][CH3:31])[CH:25]=2)[CH:8]=1.[O-]P([O-])([O-])=O.[K+].[K+].[K+].[N+:40]([C:43]1[CH:44]=[C:45](B(O)O)[CH:46]=[CH:47][CH:48]=1)([O-:42])=[O:41], predict the reaction product. (2) The product is: [N+:1]([C:4]1[CH:5]=[N:6][N:7]([CH2:13][CH2:12][C:11]([OH:15])=[O:10])[CH:8]=1)([O-:3])=[O:2]. Given the reactants [N+:1]([C:4]1[CH:5]=[N:6][NH:7][CH:8]=1)([O-:3])=[O:2].C[O:10][C:11](=[O:15])[CH2:12][CH2:13]Br.C(=O)([O-])[O-].[K+].[K+].[OH-].[Li+], predict the reaction product. (3) Given the reactants [Cl:1][C:2]1[C:11]([CH3:12])=[C:10]2[C:5]([C:6]([N:13]3[CH2:18][CH2:17][NH:16][CH2:15][CH2:14]3)=[CH:7][CH:8]=[N:9]2)=[CH:4][CH:3]=1.[F:19][C:20]1[CH:25]=[CH:24][C:23]([N:26]=[C:27]=[O:28])=[CH:22][CH:21]=1.CCCCCC.CCOC(C)=O, predict the reaction product. The product is: [Cl:1][C:2]1[C:11]([CH3:12])=[C:10]2[C:5]([C:6]([N:13]3[CH2:18][CH2:17][N:16]([C:27]([NH:26][C:23]4[CH:24]=[CH:25][C:20]([F:19])=[CH:21][CH:22]=4)=[O:28])[CH2:15][CH2:14]3)=[CH:7][CH:8]=[N:9]2)=[CH:4][CH:3]=1. (4) Given the reactants [NH2:1][C:2]1[C:12](I)=[CH:11][C:10]([Br:14])=[C:4]2[C:5]([NH:7][C:8](=[O:9])[C:3]=12)=[O:6].[C:15]([O:19][CH3:20])(=[O:18])[CH:16]=[CH2:17].C(N(CC)CC)C.O, predict the reaction product. The product is: [NH2:1][C:2]1[C:12](/[CH:17]=[CH:16]/[C:15]([O:19][CH3:20])=[O:18])=[CH:11][C:10]([Br:14])=[C:4]2[C:5]([NH:7][C:8](=[O:9])[C:3]=12)=[O:6]. (5) Given the reactants [Br:1][C:2]1[CH:7]=[CH:6][C:5]([NH:8][NH2:9])=[CH:4][CH:3]=1.CC([O-])=O.[K+].[CH3:15][C:16](=O)[CH2:17][C:18](=O)[CH3:19], predict the reaction product. The product is: [Br:1][C:2]1[CH:7]=[CH:6][C:5]([N:8]2[C:18]([CH3:19])=[CH:17][C:16]([CH3:15])=[N:9]2)=[CH:4][CH:3]=1. (6) Given the reactants C([O:8][C:9]1[CH:14]=[C:13]([O:15]CC2C=CC=CC=2)[C:12]([C:23]([CH3:25])=[CH2:24])=[CH:11][C:10]=1[C:26]([N:28]1[CH2:36][C:35]2[C:30](=[CH:31][CH:32]=[C:33]([CH2:37][CH:38]=O)[CH:34]=2)[CH2:29]1)=[O:27])C1C=CC=CC=1.[CH:40]1([O:45][C:46](=[O:53])[C:47]2([CH2:52][CH2:51][CH2:50][CH2:49]2)[NH2:48])[CH2:44][CH2:43][CH2:42][CH2:41]1, predict the reaction product. The product is: [OH:8][C:9]1[CH:14]=[C:13]([OH:15])[C:12]([CH:23]([CH3:24])[CH3:25])=[CH:11][C:10]=1[C:26]([N:28]1[CH2:36][C:35]2[C:30](=[CH:31][CH:32]=[C:33]([CH2:37][CH2:38][NH:48][C:47]3([C:46]([O:45][CH:40]4[CH2:41][CH2:42][CH2:43][CH2:44]4)=[O:53])[CH2:49][CH2:50][CH2:51][CH2:52]3)[CH:34]=2)[CH2:29]1)=[O:27]. (7) Given the reactants [NH2:1][C:2]1[C:10]([N+:11]([O-:13])=[O:12])=[CH:9][CH:8]=[CH:7][C:3]=1[C:4](O)=[O:5].S(Cl)(Cl)=O.[OH-].[NH4+:19].O, predict the reaction product. The product is: [NH2:1][C:2]1[C:10]([N+:11]([O-:13])=[O:12])=[CH:9][CH:8]=[CH:7][C:3]=1[C:4]([NH2:19])=[O:5]. (8) Given the reactants [C:1]([O:5][C:6](=[O:27])[NH:7][CH2:8][C:9]1[CH:14]=[C:13]([O:15][C:16]2[CH:21]=[C:20]([CH3:22])[CH:19]=[CH:18][C:17]=2[F:23])[CH:12]=[CH:11][C:10]=1[N+:24]([O-])=O)([CH3:4])([CH3:3])[CH3:2].[Cl-].[NH4+].C(O)C, predict the reaction product. The product is: [C:1]([O:5][C:6](=[O:27])[NH:7][CH2:8][C:9]1[CH:14]=[C:13]([O:15][C:16]2[CH:21]=[C:20]([CH3:22])[CH:19]=[CH:18][C:17]=2[F:23])[CH:12]=[CH:11][C:10]=1[NH2:24])([CH3:4])([CH3:2])[CH3:3].